From a dataset of Reaction yield outcomes from USPTO patents with 853,638 reactions. Predict the reaction yield, written as a fraction of the theoretical maximum amount of product (1.0 means a 100% yield; for example, 0.34 means a 34% yield). (1) The reactants are [NH2:1][C:2]1[C:17]([F:18])=[CH:16][C:5]([O:6][C:7]2[CH:12]=[CH:11][N:10]=[C:9]([C:13]([NH2:15])=[O:14])[CH:8]=2)=[C:4]([F:19])[CH:3]=1.[CH3:20][N:21]1[C:25]([CH3:26])=[C:24]([C:27](O)=[O:28])[C:23](=[O:30])[N:22]1[C:31]1[CH:36]=[CH:35][CH:34]=[CH:33][CH:32]=1.CCN=C=NCCCN(C)C.C1C=NC2N(O)N=NC=2C=1. The catalyst is C(Cl)Cl.CCOC(C)=O. The product is [CH3:20][N:21]1[C:25]([CH3:26])=[C:24]([C:27]([NH:1][C:2]2[C:17]([F:18])=[CH:16][C:5]([O:6][C:7]3[CH:12]=[CH:11][N:10]=[C:9]([C:13]([NH2:15])=[O:14])[CH:8]=3)=[C:4]([F:19])[CH:3]=2)=[O:28])[C:23](=[O:30])[N:22]1[C:31]1[CH:36]=[CH:35][CH:34]=[CH:33][CH:32]=1. The yield is 0.637. (2) The reactants are C([C:5]1[N:6]=[CH:7][S:8][CH:9]=1)CC=C.C[N+]1([O-])CC[O:14]CC1.[O-]S([O-])=O.[Na+].[Na+].[CH2:24]1[CH2:28][O:27][CH2:26][CH2:25]1. The catalyst is CC(O)(C)C.O.[Cl-].[Na+].O.O=[Os](=O)(=O)=O. The product is [S:8]1[CH:9]=[C:5]([CH2:28][CH2:24][CH:25]([OH:14])[CH2:26][OH:27])[N:6]=[CH:7]1. The yield is 0.630. (3) The reactants are [F:1][C:2]1[CH:7]=[CH:6][C:5]([C:8]2[C:9]([C:21]3[CH:26]=[CH:25][CH:24]=[C:23]([CH3:27])[N:22]=3)=[N:10][N:11](COCC[Si](C)(C)C)[CH:12]=2)=[CH:4][C:3]=1[C:28]1[S:32][C:31]([S:33]([NH2:36])(=[O:35])=[O:34])=[CH:30][CH:29]=1.Cl.C(=O)(O)[O-].[Na+]. The catalyst is C(O)C. The product is [F:1][C:2]1[CH:7]=[CH:6][C:5]([C:8]2[C:9]([C:21]3[CH:26]=[CH:25][CH:24]=[C:23]([CH3:27])[N:22]=3)=[N:10][NH:11][CH:12]=2)=[CH:4][C:3]=1[C:28]1[S:32][C:31]([S:33]([NH2:36])(=[O:34])=[O:35])=[CH:30][CH:29]=1. The yield is 0.510. (4) The reactants are Cl[C:2]1[C:7]2[N:8]=[C:9]([NH:12][C:13]3[CH:18]=[CH:17][C:16]([C:19]4[CH:20]=[N:21][N:22]([CH3:24])[CH:23]=4)=[CH:15][C:14]=3[O:25][CH3:26])[N:10]=[CH:11][C:6]=2[CH:5]=[CH:4][N:3]=1.[CH3:27][C:28]([S:31]([NH2:33])=[O:32])([CH3:30])[CH3:29].C(=O)([O-])[O-].[Cs+].[Cs+].CC1(C)C2C(=C(P(C3C=CC=CC=3)C3C=CC=CC=3)C=CC=2)OC2C(P(C3C=CC=CC=3)C3C=CC=CC=3)=CC=CC1=2. The catalyst is O1CCOCC1.C([O-])(=O)C.[Pd+2].C([O-])(=O)C. The product is [CH3:26][O:25][C:14]1[CH:15]=[C:16]([C:19]2[CH:20]=[N:21][N:22]([CH3:24])[CH:23]=2)[CH:17]=[CH:18][C:13]=1[NH:12][C:9]1[N:10]=[CH:11][C:6]2[CH:5]=[CH:4][N:3]=[C:2]([NH:33][S:31]([C:28]([CH3:30])([CH3:29])[CH3:27])=[O:32])[C:7]=2[N:8]=1. The yield is 0.420. (5) The reactants are Cl[C:2]1[CH:3]=[C:4]([N:28]([CH2:35][C:36]2[CH:41]=[CH:40][C:39]([O:42][CH3:43])=[CH:38][CH:37]=2)[C:29]2[CH:34]=[CH:33][CH:32]=[CH:31][CH:30]=2)[C:5]2[N:6]([C:8]([C:11]([NH:13][C:14]3[CH:19]=[CH:18][CH:17]=[C:16]([C:20]4[N:24]=[C:23]([CH:25]([CH3:27])[CH3:26])[O:22][N:21]=4)[CH:15]=3)=[O:12])=[CH:9][N:10]=2)[N:7]=1.[CH:44]1([NH2:51])[CH2:49][CH2:48][CH:47]([NH2:50])[CH2:46][CH2:45]1. The catalyst is C(OCC)(=O)C. The product is [NH2:50][C@H:47]1[CH2:48][CH2:49][C@H:44]([NH:51][C:2]2[CH:3]=[C:4]([N:28]([CH2:35][C:36]3[CH:41]=[CH:40][C:39]([O:42][CH3:43])=[CH:38][CH:37]=3)[C:29]3[CH:34]=[CH:33][CH:32]=[CH:31][CH:30]=3)[C:5]3[N:6]([C:8]([C:11]([NH:13][C:14]4[CH:19]=[CH:18][CH:17]=[C:16]([C:20]5[N:24]=[C:23]([CH:25]([CH3:27])[CH3:26])[O:22][N:21]=5)[CH:15]=4)=[O:12])=[CH:9][N:10]=3)[N:7]=2)[CH2:45][CH2:46]1. The yield is 0.620. (6) The product is [C:12]1([NH:11][C:9](=[O:10])[NH:8][C:4]2[CH:3]=[C:2]([NH:1][S:31]([C:25]3[CH:30]=[CH:29][CH:28]=[CH:27][CH:26]=3)(=[O:33])=[O:32])[CH:7]=[CH:6][CH:5]=2)[CH:13]=[CH:14][CH:15]=[CH:16][CH:17]=1. The reactants are [NH2:1][C:2]1[CH:3]=[C:4]([NH:8][C:9]([NH:11][C:12]2[CH:17]=[CH:16][CH:15]=[CH:14][CH:13]=2)=[O:10])[CH:5]=[CH:6][CH:7]=1.C(N(CC)CC)C.[C:25]1([S:31](Cl)(=[O:33])=[O:32])[CH:30]=[CH:29][CH:28]=[CH:27][CH:26]=1. The yield is 0.490. The catalyst is C(OCC)(=O)C. (7) The reactants are [NH2:1][C:2]1[CH:7]=[CH:6][CH:5]=[CH:4][C:3]=1[NH:8][C@@H:9]([CH3:12])[CH2:10]O.C1(P(C2C=CC=CC=2)C2C=CC=CC=2)C=CC=CC=1.C(Br)(Br)(Br)Br.C(N(CC)CC)C.N=[PH3]. The catalyst is [OH-].[Na+].C(#N)C. The product is [CH3:10][C@H:9]1[CH2:12][NH:1][C:2]2[C:3](=[CH:4][CH:5]=[CH:6][CH:7]=2)[NH:8]1. The yield is 0.410. (8) The reactants are [Si:1]([O:8][CH2:9][C:10]1[C:11]([N+:22]([O-])=O)=[C:12]([CH:19]=[CH:20][CH:21]=1)[C:13]([N:15]([O:17][CH3:18])[CH3:16])=[O:14])([C:4]([CH3:7])([CH3:6])[CH3:5])([CH3:3])[CH3:2]. The catalyst is CCOC(C)=O.[Pd]. The product is [NH2:22][C:11]1[C:10]([CH2:9][O:8][Si:1]([C:4]([CH3:7])([CH3:6])[CH3:5])([CH3:2])[CH3:3])=[CH:21][CH:20]=[CH:19][C:12]=1[C:13]([N:15]([O:17][CH3:18])[CH3:16])=[O:14]. The yield is 0.820. (9) The yield is 0.850. The product is [C:47]1([CH3:57])[CH:52]=[CH:51][C:50]([S:53]([NH:12][C:11]2[CH:2]=[C:3]([CH:4]=[CH:9][C:10]=2[NH:13][S:14]([C:17]2[CH:18]=[CH:19][C:20]([CH3:23])=[CH:21][CH:22]=2)(=[O:15])=[O:16])[C:36]#[N:35])(=[O:55])=[O:54])=[CH:49][CH:48]=1. No catalyst specified. The reactants are N[C:2]1[C:3](NS(C2C=CC(C)=CC=2)(=O)=O)=[C:4]([CH:9]=[C:10]([NH:13][S:14]([C:17]2[CH:22]=[CH:21][C:20]([CH3:23])=[CH:19][CH:18]=2)(=[O:16])=[O:15])[C:11]=1[NH2:12])C(OC)=O.[NH2:35][C:36]1C=C(C=CC=1N)C(OC)=O.[C:47]1([CH3:57])[CH:52]=[CH:51][C:50]([S:53](Cl)(=[O:55])=[O:54])=[CH:49][CH:48]=1.